Dataset: TCR-epitope binding with 47,182 pairs between 192 epitopes and 23,139 TCRs. Task: Binary Classification. Given a T-cell receptor sequence (or CDR3 region) and an epitope sequence, predict whether binding occurs between them. (1) The epitope is NLNESLIDL. The TCR CDR3 sequence is CASSLKGPFGDSSSPLHF. Result: 1 (the TCR binds to the epitope). (2) The epitope is AVFDRKSDAK. The TCR CDR3 sequence is CASTPSGDGYTF. Result: 1 (the TCR binds to the epitope). (3) The TCR CDR3 sequence is CASSYRNSLEQFF. Result: 1 (the TCR binds to the epitope). The epitope is YLQPRTFLL. (4) The epitope is LLSAGIFGA. The TCR CDR3 sequence is CASSLSRNQPQHF. Result: 0 (the TCR does not bind to the epitope). (5) The epitope is RLDKVEAEV. The TCR CDR3 sequence is CASSLYHNTGELFF. Result: 0 (the TCR does not bind to the epitope). (6) The epitope is GLIYNRMGAVTTEV. The TCR CDR3 sequence is CASSLGGVRGNTEAFF. Result: 1 (the TCR binds to the epitope). (7) The epitope is TPGPGVRYPL. The TCR CDR3 sequence is CASTGSTSGPSRYNEQFF. Result: 1 (the TCR binds to the epitope). (8) Result: 1 (the TCR binds to the epitope). The TCR CDR3 sequence is CASSLGQASNQPQHF. The epitope is QARQMVQAMRTIGTHP.